This data is from Catalyst prediction with 721,799 reactions and 888 catalyst types from USPTO. The task is: Predict which catalyst facilitates the given reaction. (1) Reactant: [CH2:1]([N:3]1[CH2:8][C:7]([CH3:10])([CH3:9])[O:6][C:5](=[O:11])[CH:4]1[CH2:12][C:13]([OH:15])=O)[CH3:2].C(N(C(C)C)CC)(C)C.CN(C(ON1N=NC2C=CC=NC1=2)=[N+](C)C)C.F[P-](F)(F)(F)(F)F.[CH:49]1([CH2:55][NH2:56])[CH2:54][CH2:53][CH2:52][CH2:51][CH2:50]1. Product: [CH:49]1([CH2:55][NH:56][C:13](=[O:15])[CH2:12][CH:4]2[C:5](=[O:11])[O:6][C:7]([CH3:9])([CH3:10])[CH2:8][N:3]2[CH2:1][CH3:2])[CH2:54][CH2:53][CH2:52][CH2:51][CH2:50]1. The catalyst class is: 3. (2) Reactant: CO[C:3]([C:5]1[C:6]([OH:31])=[C:7]2[C:12](=[C:13]([C:15]#[N:16])[N:14]=1)[N:11]([CH2:17][C:18]1[CH:23]=[CH:22][CH:21]=[CH:20][CH:19]=1)[C:10](=[O:24])[C:9]([C:25]1[CH:30]=[CH:29][CH:28]=[CH:27][CH:26]=1)=[CH:8]2)=[O:4].[NH2:32][C@H:33]([C:41]([OH:43])=[O:42])[CH2:34][C:35]1[CH:40]=[CH:39][CH:38]=[CH:37][CH:36]=1.C[O-].[Na+]. Product: [CH2:17]([N:11]1[C:12]2[C:7](=[C:6]([OH:31])[C:5]([C:3]([NH:32][C@@H:33]([CH2:34][C:35]3[CH:40]=[CH:39][CH:38]=[CH:37][CH:36]=3)[C:41]([OH:43])=[O:42])=[O:4])=[N:14][C:13]=2[C:15]#[N:16])[CH:8]=[C:9]([C:25]2[CH:26]=[CH:27][CH:28]=[CH:29][CH:30]=2)[C:10]1=[O:24])[C:18]1[CH:19]=[CH:20][CH:21]=[CH:22][CH:23]=1. The catalyst class is: 141.